Dataset: Reaction yield outcomes from USPTO patents with 853,638 reactions. Task: Predict the reaction yield, written as a fraction of the theoretical maximum amount of product (1.0 means a 100% yield; for example, 0.34 means a 34% yield). (1) The reactants are [CH2:1]1[C:7]2=[CH:8][C:9]3[CH:10]=[CH:11][CH:12]=[CH:13][C:14]=3[N:6]2[CH2:5][CH2:4][NH:3][CH2:2]1.C=O.[C:17]([BH3-])#N.[Na+]. The catalyst is CO. The product is [CH3:17][N:3]1[CH2:2][CH2:1][C:7]2=[CH:8][C:9]3[CH:10]=[CH:11][CH:12]=[CH:13][C:14]=3[N:6]2[CH2:5][CH2:4]1. The yield is 0.580. (2) The reactants are [CH2:1]([O:8][C:9](=[O:30])[NH:10][CH:11]([C:13]1[CH:18]=[CH:17][C:16]([O:19][C:20]2[CH:25]=[CH:24][C:23]([Cl:26])=[CH:22][C:21]=2[N+:27]([O-])=O)=[CH:15][CH:14]=1)[CH3:12])[C:2]1[CH:7]=[CH:6][CH:5]=[CH:4][CH:3]=1.Cl[Sn]Cl. No catalyst specified. The product is [CH2:1]([O:8][C:9](=[O:30])[NH:10][CH:11]([C:13]1[CH:18]=[CH:17][C:16]([O:19][C:20]2[CH:25]=[CH:24][C:23]([Cl:26])=[CH:22][C:21]=2[NH2:27])=[CH:15][CH:14]=1)[CH3:12])[C:2]1[CH:7]=[CH:6][CH:5]=[CH:4][CH:3]=1. The yield is 0.800. (3) The reactants are C(O)(C(F)(F)F)=O.[Cl:8][C:9]1[CH:14]=[CH:13][CH:12]=[C:11]([Cl:15])[C:10]=1[N:16]1[CH:48]=[CH:47][C:19]2[N:20]=[C:21]([NH:24][C:25]3[CH:26]=[CH:27][C:28]([N:41]4[CH2:46][CH2:45][O:44][CH2:43][CH2:42]4)=[C:29]([CH:40]=3)[CH2:30][N:31](C)[C:32](=O)OC(C)(C)C)[N:22]=[CH:23][C:18]=2[C:17]1=[O:49]. The catalyst is C(Cl)Cl. The product is [Cl:15][C:11]1[CH:12]=[CH:13][CH:14]=[C:9]([Cl:8])[C:10]=1[N:16]1[CH:48]=[CH:47][C:19]2[N:20]=[C:21]([NH:24][C:25]3[CH:26]=[CH:27][C:28]([N:41]4[CH2:42][CH2:43][O:44][CH2:45][CH2:46]4)=[C:29]([CH2:30][NH:31][CH3:32])[CH:40]=3)[N:22]=[CH:23][C:18]=2[C:17]1=[O:49]. The yield is 0.580.